Predict the reaction yield, written as a fraction of the theoretical maximum amount of product (1.0 means a 100% yield; for example, 0.34 means a 34% yield). From a dataset of Reaction yield outcomes from USPTO patents with 853,638 reactions. (1) The reactants are [Cl:1][C:2]1[CH:10]=[CH:9][C:5]([C:6](O)=[O:7])=[C:4]([CH3:11])[CH:3]=1.ClCCl.C(Cl)(=O)C(Cl)=O.C[N:22](C=O)C. No catalyst specified. The product is [CH3:11][C:4]1[CH:3]=[C:2]([Cl:1])[CH:10]=[CH:9][C:5]=1[C:6]([NH2:22])=[O:7]. The yield is 0.890. (2) The reactants are [CH:1]1([C:7]2[C:15]3[C:10](=[CH:11][C:12]([C:16]([O:18][C:19]([CH3:22])([CH3:21])[CH3:20])=[O:17])=[CH:13][CH:14]=3)[N:9]([CH3:23])[C:8]=2[C:24]2[CH:29]=[CH:28][CH:27]=[CH:26][C:25]=2[OH:30])[CH2:6][CH2:5][CH2:4][CH2:3][CH2:2]1.Br[CH2:32][C:33]([O:35][CH3:36])=[O:34].C(=O)([O-])[O-].[K+].[K+]. The catalyst is CC#N. The product is [CH:1]1([C:7]2[C:15]3[C:10](=[CH:11][C:12]([C:16]([O:18][C:19]([CH3:22])([CH3:20])[CH3:21])=[O:17])=[CH:13][CH:14]=3)[N:9]([CH3:23])[C:8]=2[C:24]2[CH:29]=[CH:28][CH:27]=[CH:26][C:25]=2[O:30][CH2:32][C:33]([O:35][CH3:36])=[O:34])[CH2:6][CH2:5][CH2:4][CH2:3][CH2:2]1. The yield is 0.960. (3) The reactants are [CH3:1][CH:2]([CH2:7][C:8]([CH3:11])([CH3:10])[CH3:9])[CH2:3][PH:4](=[O:6])[OH:5].[C:12]([OH:31])(=[O:30])[CH2:13][CH2:14][CH2:15][CH2:16][CH2:17][CH2:18][CH2:19]/[CH:20]=[CH:21]\[CH2:22][CH2:23][CH2:24][CH2:25][CH2:26][CH2:27][CH2:28][CH3:29]. The catalyst is C(OOC(CC)(C)C)(CC)(C)C. The product is [OH:6][P:4]([CH2:3][CH:2]([CH3:1])[CH2:7][C:8]([CH3:10])([CH3:9])[CH3:11])([CH:21]([CH2:22][CH2:23][CH2:24][CH2:25][CH2:26][CH2:27][CH2:28][CH3:29])[CH2:20][CH2:19][CH2:18][CH2:17][CH2:16][CH2:15][CH2:14][CH2:13][C:12]([OH:31])=[O:30])=[O:5]. The yield is 0.830. (4) The reactants are [Br:1][CH2:2][CH2:3]Br.[Br:5][C:6]1[CH:11]=[CH:10][C:9]([Br:12])=[CH:8][C:7]=1[OH:13]. The catalyst is C(#N)C.[OH-].[Na+].O. The product is [Br:5][C:6]1[CH:11]=[CH:10][C:9]([Br:12])=[CH:8][C:7]=1[O:13][CH2:3][CH2:2][Br:1]. The yield is 0.490. (5) The reactants are [Br:1][C:2]1[CH:3]=[C:4]([CH2:19][C:20]([O:22]C)=[O:21])[CH:5]=[CH:6][C:7]=1[NH:8][C:9]([NH:11][C:12]1[CH:17]=[CH:16][CH:15]=[CH:14][C:13]=1[Cl:18])=[O:10].[OH-].[Na+]. The catalyst is C1COCC1. The product is [Br:1][C:2]1[CH:3]=[C:4]([CH2:19][C:20]([OH:22])=[O:21])[CH:5]=[CH:6][C:7]=1[NH:8][C:9]([NH:11][C:12]1[CH:17]=[CH:16][CH:15]=[CH:14][C:13]=1[Cl:18])=[O:10]. The yield is 0.940. (6) The reactants are S([Cl:11])(C1C=CC(C)=CC=1)(=O)=O.C(N(CC)CC)C.[F:19][C:20]([F:36])([F:35])[C:21]1[CH:26]=[C:25]([CH2:27]O)[C:24]([C:29]([F:32])([F:31])[F:30])=[CH:23][C:22]=1CO.Cl[CH2:38][Cl:39]. The catalyst is CN(C)C1C=CN=CC=1. The product is [F:19][C:20]([F:36])([F:35])[C:21]1[CH:26]=[C:25]([CH2:27][Cl:11])[C:24]([C:29]([F:32])([F:31])[F:30])=[CH:23][C:22]=1[CH2:38][Cl:39]. The yield is 0.620. (7) The reactants are [CH2:1]([O:8][C@H:9]1[C@H:14]([O:15][CH2:16][C:17]2[CH:22]=[CH:21][CH:20]=[CH:19][CH:18]=2)[C@@H:13]([CH2:23][O:24][CH2:25][C:26]2[CH:31]=[CH:30][CH:29]=[CH:28][CH:27]=2)[O:12][C@H:11]([CH2:32][P:33](=[O:40])([O:37][CH2:38][CH3:39])[O:34][CH2:35][CH3:36])[C:10]1=O)[C:2]1[CH:7]=[CH:6][CH:5]=[CH:4][CH:3]=1.C(O[Na])(C)=O.[OH2:47].O.O.[NH2:50]O.Cl.C(O)(=O)C. The catalyst is C1COCC1.CO. The product is [CH2:1]([O:8][C@H:9]1[C@H:14]([O:15][CH2:16][C:17]2[CH:22]=[CH:21][CH:20]=[CH:19][CH:18]=2)[C@@H:13]([CH2:23][O:24][CH2:25][C:26]2[CH:31]=[CH:30][CH:29]=[CH:28][CH:27]=2)[O:12][C@H:11]([CH2:32][P:33](=[O:40])([O:37][CH2:38][CH3:39])[O:34][CH2:35][CH3:36])[C:10]1=[N:50][OH:47])[C:2]1[CH:7]=[CH:6][CH:5]=[CH:4][CH:3]=1. The yield is 0.740. (8) The reactants are Br[C:2]1[CH:7]=[CH:6][C:5]([C:8]#[C:9][Si:10]([CH3:13])([CH3:12])[CH3:11])=[CH:4][CH:3]=1.[Li]CCCC.[C:19]([S:23]([N:25]=[C:26]1[CH2:29][N:28]([C:30]([O:32][C:33]([CH3:36])([CH3:35])[CH3:34])=[O:31])[CH2:27]1)=[O:24])([CH3:22])([CH3:21])[CH3:20].C[Al](C)C. The catalyst is C1COCC1. The product is [CH3:21][C:19]([CH3:22])([S:23]([NH:25][C:26]1([C:2]2[CH:7]=[CH:6][C:5]([C:8]#[C:9][Si:10]([CH3:13])([CH3:12])[CH3:11])=[CH:4][CH:3]=2)[CH2:29][N:28]([C:30]([O:32][C:33]([CH3:36])([CH3:35])[CH3:34])=[O:31])[CH2:27]1)=[O:24])[CH3:20]. The yield is 0.330. (9) The reactants are [CH2:1]([O:3][C:4]1[N:8]([C:9]2[C:17]3[O:16][CH2:15][C@@H:14]([NH:18][C:19]4[CH:31]=[CH:30][C:22]5[C@H:23]([CH2:26][C:27]([OH:29])=[O:28])[CH2:24][O:25][C:21]=5[CH:20]=4)[C:13]=3[CH:12]=[CH:11][CH:10]=2)[C:7]2[C:32]([F:37])=[C:33]([F:36])[CH:34]=[CH:35][C:6]=2[N:5]=1)[CH3:2].[OH-].[Na+:39]. The catalyst is O1CCCC1.C(#N)C. The product is [CH2:1]([O:3][C:4]1[N:8]([C:9]2[C:17]3[O:16][CH2:15][C@@H:14]([NH:18][C:19]4[CH:31]=[CH:30][C:22]5[C@H:23]([CH2:26][C:27]([O-:29])=[O:28])[CH2:24][O:25][C:21]=5[CH:20]=4)[C:13]=3[CH:12]=[CH:11][CH:10]=2)[C:7]2[C:32]([F:37])=[C:33]([F:36])[CH:34]=[CH:35][C:6]=2[N:5]=1)[CH3:2].[Na+:39]. The yield is 0.700. (10) The reactants are S(OS(C(F)(F)F)(=O)=O)(C(F)(F)F)(=O)=O.[CH3:16][O:17][C:18]1[N:23]=[C:22]([C:24]([NH:26][CH3:27])=O)[CH:21]=[CH:20][C:19]=1[N+:28]([O-:30])=[O:29].[N-:31]=[N+:32]=[N-:33].[Na+].C([O-])(O)=O.[Na+]. The catalyst is CC#N. The product is [CH3:16][O:17][C:18]1[C:19]([N+:28]([O-:30])=[O:29])=[CH:20][CH:21]=[C:22]([C:24]2[N:26]([CH3:27])[N:33]=[N:32][N:31]=2)[N:23]=1. The yield is 0.490.